From a dataset of Catalyst prediction with 721,799 reactions and 888 catalyst types from USPTO. Predict which catalyst facilitates the given reaction. (1) Reactant: [CH:1]1([NH:5][C:6]2[C:15]3[C:10](=[CH:11][C:12]([O:18][CH2:19][C:20]4[CH:21]=[C:22]([S:26]([CH2:34][CH3:35])(=[N:28]C(OCC)=O)=[O:27])[CH:23]=[CH:24][CH:25]=4)=[C:13]([O:16][CH3:17])[CH:14]=3)[N:9]=[CH:8][N:7]=2)[CH2:4][CH2:3][CH2:2]1.ClCCl.CO. Product: [CH:1]1([NH:5][C:6]2[C:15]3[C:10](=[CH:11][C:12]([O:18][CH2:19][C:20]4[CH:21]=[C:22]([S:26]([CH2:34][CH3:35])(=[NH:28])=[O:27])[CH:23]=[CH:24][CH:25]=4)=[C:13]([O:16][CH3:17])[CH:14]=3)[N:9]=[CH:8][N:7]=2)[CH2:2][CH2:3][CH2:4]1. The catalyst class is: 5. (2) Reactant: [CH3:1][O:2][C:3](=[O:19])[CH2:4][CH2:5][C:6]#[C:7][C:8]1[CH:13]=[C:12]([F:14])[CH:11]=[C:10]([N+:15]([O-])=O)[C:9]=1[F:18].[H][H]. Product: [CH3:1][O:2][C:3](=[O:19])[CH2:4][CH2:5][CH2:6][CH2:7][C:8]1[CH:13]=[C:12]([F:14])[CH:11]=[C:10]([NH2:15])[C:9]=1[F:18]. The catalyst class is: 19. (3) Reactant: C([N-]C(C)C)(C)C.[Li+].[F:9][C:10]1[CH:15]=[CH:14][CH:13]=[C:12]([F:16])[N:11]=1.[I:17]I. Product: [F:9][C:10]1[C:15]([I:17])=[CH:14][CH:13]=[C:12]([F:16])[N:11]=1. The catalyst class is: 49. (4) Reactant: Br[CH2:2][CH:3]([CH2:15]Br)[O:4][Si:5]([CH:12]([CH3:14])[CH3:13])([CH:9]([CH3:11])[CH3:10])[CH:6]([CH3:8])[CH3:7].[Br:17][C:18]1[CH:19]=[C:20]([OH:25])[C:21]([OH:24])=[CH:22][CH:23]=1.C(=O)([O-])[O-].[K+].[K+]. Product: [Br:17][C:18]1[CH:23]=[CH:22][C:21]2[O:24][CH2:15][CH:3]([O:4][Si:5]([CH:6]([CH3:7])[CH3:8])([CH:9]([CH3:10])[CH3:11])[CH:12]([CH3:13])[CH3:14])[CH2:2][O:25][C:20]=2[CH:19]=1. The catalyst class is: 9.